Dataset: Forward reaction prediction with 1.9M reactions from USPTO patents (1976-2016). Task: Predict the product of the given reaction. Given the reactants [OH:1][CH:2](CO)[CH2:3][C:4]1[CH:11]=[C:10]([F:12])[C:7]([C:8]#[N:9])=[C:6]([F:13])[CH:5]=1, predict the reaction product. The product is: [F:12][C:10]1[CH:11]=[C:4]([CH2:3][CH:2]=[O:1])[CH:5]=[C:6]([F:13])[C:7]=1[C:8]#[N:9].